Dataset: Catalyst prediction with 721,799 reactions and 888 catalyst types from USPTO. Task: Predict which catalyst facilitates the given reaction. (1) Reactant: [I:1][C:2]1[CH:11]=[CH:10][CH:9]=[C:8]2[C:3]=1[CH2:4][CH2:5][NH:6]/[C:7]/2=[CH:12]\[C:13]([O:15]CC)=O.IC1C=CC=C2C=1[CH2:21][CH2:22][N:23]=C2C.[Li+].CC([N-]C(C)C)C.C(=O)(OCC)[O:39]CC. Product: [I:1][C:2]1[CH:11]=[CH:10][CH:9]=[C:8]2[C:3]=1[CH2:4][CH2:5][N:6]1[C:21](=[O:39])[CH2:22][NH:23][C:13](=[O:15])[CH:12]=[C:7]12. The catalyst class is: 1. (2) Reactant: Cl.[CH3:2][O:3][C:4](=[O:7])[CH2:5][NH2:6].[CH3:8]CN(CC)CC.[CH:15]([C:17]1([NH:20][C:21](=[O:30])[O:22][CH2:23][C:24]2[CH:29]=[CH:28][CH:27]=[CH:26][CH:25]=2)[CH2:19][CH2:18]1)=O.C([BH3-])#N.[Na+]. Product: [CH2:23]([O:22][C:21]([NH:20][C:17]1([CH2:15][NH:6][CH2:5][C:4]([O:3][CH2:2][CH3:8])=[O:7])[CH2:19][CH2:18]1)=[O:30])[C:24]1[CH:29]=[CH:28][CH:27]=[CH:26][CH:25]=1. The catalyst class is: 5. (3) Reactant: BrBr.[C:3]([NH:11][C:12]1[CH:17]=[C:16]([CH2:18][C:19]([C:21]2[CH:26]=[CH:25][C:24]([O:27][CH3:28])=[CH:23][CH:22]=2)=O)[CH:15]=[CH:14][N:13]=1)(=[O:10])[C:4]1[CH:9]=[CH:8][CH:7]=[CH:6][CH:5]=1.[C:29]([NH2:32])(=[S:31])[CH3:30].C(=O)([O-])O.[Na+]. Product: [CH3:28][O:27][C:24]1[CH:25]=[CH:26][C:21]([C:19]2[N:32]=[C:29]([CH3:30])[S:31][C:18]=2[C:16]2[CH:15]=[CH:14][N:13]=[C:12]([NH:11][C:3](=[O:10])[C:4]3[CH:9]=[CH:8][CH:7]=[CH:6][CH:5]=3)[CH:17]=2)=[CH:22][CH:23]=1. The catalyst class is: 15. (4) Reactant: [H-].[CH2:2]([Al+]CC(C)C)C(C)C.Cl.CNOC.[C:16]([C:19]1[CH:28]=[CH:27][C:22](C(OC)=O)=[CH:21][CH:20]=1)(=[O:18])[CH3:17].C[Mg]Br.C([O:34][CH2:35][CH3:36])C.O1CCCC1. Product: [OH:18][C:16]([C:19]1[CH:20]=[CH:21][C:22]([C:35](=[O:34])[CH3:36])=[CH:27][CH:28]=1)([CH3:17])[CH3:2]. The catalyst class is: 27. (5) Reactant: [CH3:1][O:2][C:3]1[CH:8]=[CH:7][C:6]([C@@H:9]([NH2:11])[CH3:10])=[CH:5][CH:4]=1.[N:12]1[C:21]2[C:20](=O)[CH2:19][CH2:18][CH2:17][C:16]=2[CH:15]=[CH:14][CH:13]=1.C(O)(=O)C.C(O[BH-](OC(=O)C)OC(=O)C)(=O)C.[Na+].C(=O)([O-])[O-].[Na+].[Na+]. Product: [CH3:1][O:2][C:3]1[CH:8]=[CH:7][C:6]([C@@H:9]([NH:11][C@@H:20]2[C:21]3[N:12]=[CH:13][CH:14]=[CH:15][C:16]=3[CH2:17][CH2:18][CH2:19]2)[CH3:10])=[CH:5][CH:4]=1. The catalyst class is: 46. (6) Reactant: [CH3:1][C:2]([C:4]([O:6][CH2:7][CH2:8][N:9]([CH3:11])[CH3:10])=[O:5])=[CH2:3].[CH3:12][S:13]([O:16]C)(=[O:15])=[O:14].[C:18]([O-])(=O)C(C)=C.CCOCC. Product: [CH3:12][S:13]([O-:16])(=[O:15])=[O:14].[C:4]([O:6][CH2:7][CH2:8][N+:9]([CH3:18])([CH3:11])[CH3:10])(=[O:5])[C:2]([CH3:1])=[CH2:3]. The catalyst class is: 10.